Task: Regression. Given a peptide amino acid sequence and an MHC pseudo amino acid sequence, predict their binding affinity value. This is MHC class II binding data.. Dataset: Peptide-MHC class II binding affinity with 134,281 pairs from IEDB (1) The peptide sequence is SNNGIKQQGIRYANP. The MHC is HLA-DQA10301-DQB10302 with pseudo-sequence HLA-DQA10301-DQB10302. The binding affinity (normalized) is 0.106. (2) The peptide sequence is DEYVEQVAQYKALPV. The MHC is HLA-DQA10101-DQB10501 with pseudo-sequence HLA-DQA10101-DQB10501. The binding affinity (normalized) is 0.539. (3) The peptide sequence is YNFATCGLIGLVTFL. The MHC is H-2-IAb with pseudo-sequence H-2-IAb. The binding affinity (normalized) is 0.101. (4) The peptide sequence is ENPVVHFFKNAVTPRTP. The MHC is DRB1_0404 with pseudo-sequence DRB1_0404. The binding affinity (normalized) is 0.787. (5) The peptide sequence is PELVPEDPEDSA. The MHC is DRB1_0405 with pseudo-sequence DRB1_0405. The binding affinity (normalized) is 0.0301. (6) The peptide sequence is KSILLIMNANTLMGR. The binding affinity (normalized) is 0.676. The MHC is DRB1_0405 with pseudo-sequence DRB1_0405. (7) The peptide sequence is SAEVEEHRTIRVLEMV. The MHC is DRB4_0101 with pseudo-sequence DRB4_0103. The binding affinity (normalized) is 0.455.